The task is: Predict the reactants needed to synthesize the given product.. This data is from Full USPTO retrosynthesis dataset with 1.9M reactions from patents (1976-2016). (1) Given the product [Cl:20][C:5]1[C:6]([NH:8][C@@H:9]2[CH2:14][CH2:13][CH2:12][CH2:11][C@H:10]2[NH:15][S:16]([CH3:19])(=[O:18])=[O:17])=[N:7][C:2]([NH:21][C:22]2[C:23]([O:35][CH3:36])=[CH:24][C:25]3[N:31]([CH3:32])[C:30](=[O:33])[O:29][CH2:28][CH2:27][C:26]=3[CH:34]=2)=[N:3][CH:4]=1, predict the reactants needed to synthesize it. The reactants are: Cl[C:2]1[N:7]=[C:6]([NH:8][C@@H:9]2[CH2:14][CH2:13][CH2:12][CH2:11][C@H:10]2[NH:15][S:16]([CH3:19])(=[O:18])=[O:17])[C:5]([Cl:20])=[CH:4][N:3]=1.[NH2:21][C:22]1[C:23]([O:35][CH3:36])=[CH:24][C:25]2[N:31]([CH3:32])[C:30](=[O:33])[O:29][CH2:28][CH2:27][C:26]=2[CH:34]=1.C(O)(C)C. (2) The reactants are: [NH2:1][CH:2]1[CH:7]([O:8]CC2C=CC=CC=2)[CH:6]([O:16]CC2C=CC=CC=2)[CH:5]([CH2:24][O:25]CC2C=CC=CC=2)[CH2:4][CH:3]1[OH:33].[CH2:34]([N:38]=[C:39]=S)[CH2:35][CH2:36][CH3:37].CI.C([O-])(O)=O.[Na+]. Given the product [CH2:34]([NH:38][C:39]1[O:33][CH:3]2[CH2:4][CH:5]([CH2:24][OH:25])[CH:6]([OH:16])[CH:7]([OH:8])[CH:2]2[N:1]=1)[CH2:35][CH2:36][CH3:37], predict the reactants needed to synthesize it. (3) Given the product [Cl:21][C:18]1[CH:19]=[CH:20][C:15]([NH:14][C:7]([C:6]2[CH:10]=[C:2]([F:1])[CH:3]=[CH:4][C:5]=2[N+:11]([O-:13])=[O:12])=[O:9])=[N:16][CH:17]=1, predict the reactants needed to synthesize it. The reactants are: [F:1][C:2]1[CH:3]=[CH:4][C:5]([N+:11]([O-:13])=[O:12])=[C:6]([CH:10]=1)[C:7]([OH:9])=O.[NH2:14][C:15]1[CH:20]=[CH:19][C:18]([Cl:21])=[CH:17][N:16]=1.P(Cl)(Cl)(Cl)=O. (4) Given the product [CH3:58][CH:9]1[NH:8][CH2:13][CH2:12][N:11]([C:14]2[C:23]([O:24][CH3:25])=[C:22]3[C:17]([C:18](=[O:56])[C:19]([C:29]([O:31][CH2:32][C:33](=[O:55])[NH:34][C:35]4[CH:36]=[CH:37][C:38]([CH2:41][CH:42]([P:49]([OH:51])([OH:53])=[O:50])[P:43]([OH:45])([OH:47])=[O:44])=[CH:39][CH:40]=4)=[O:30])=[CH:20][N:21]3[CH:26]3[CH2:28][CH2:27]3)=[CH:16][C:15]=2[F:57])[CH2:10]1, predict the reactants needed to synthesize it. The reactants are: C(OC([N:8]1[CH2:13][CH2:12][N:11]([C:14]2[C:23]([O:24][CH3:25])=[C:22]3[C:17]([C:18](=[O:56])[C:19]([C:29]([O:31][CH2:32][C:33](=[O:55])[NH:34][C:35]4[CH:40]=[CH:39][C:38]([CH2:41][CH:42]([P:49]([O:53]C)([O:51]C)=[O:50])[P:43]([O:47]C)([O:45]C)=[O:44])=[CH:37][CH:36]=4)=[O:30])=[CH:20][N:21]3[CH:26]3[CH2:28][CH2:27]3)=[CH:16][C:15]=2[F:57])[CH2:10][CH:9]1[CH3:58])=O)(C)(C)C.C1(N2C3C(=CC(F)=C(N4C[C@H]5[C@H](NCCC5)C4)C=3OC)C(=O)C(C(OCC(=O)NC(P(O)(O)=O)P(O)(O)=O)=O)=C2)CC1. (5) Given the product [Cl:1][C:2]1[CH:27]=[CH:26][C:5]([CH2:6][N:7]2[C:15]3[C:10](=[CH:11][C:12]([CH:16]=[C:17]4[S:21][C:20]([N:36]5[CH2:37][C@@H:33]([F:32])[CH2:34][C@H:35]5[C:38]([OH:40])=[O:39])=[N:19][C:18]4=[O:25])=[CH:13][CH:14]=3)[CH:9]=[N:8]2)=[C:4]([C:28]([F:30])([F:31])[F:29])[CH:3]=1, predict the reactants needed to synthesize it. The reactants are: [Cl:1][C:2]1[CH:27]=[CH:26][C:5]([CH2:6][N:7]2[C:15]3[C:10](=[CH:11][C:12]([CH:16]=[C:17]4[S:21][C:20](SCC)=[N:19][C:18]4=[O:25])=[CH:13][CH:14]=3)[CH:9]=[N:8]2)=[C:4]([C:28]([F:31])([F:30])[F:29])[CH:3]=1.[F:32][C@@H:33]1[CH2:37][NH:36][C@H:35]([C:38]([OH:40])=[O:39])[CH2:34]1.